Dataset: NCI-60 drug combinations with 297,098 pairs across 59 cell lines. Task: Regression. Given two drug SMILES strings and cell line genomic features, predict the synergy score measuring deviation from expected non-interaction effect. Drug 1: CC1=CC=C(C=C1)C2=CC(=NN2C3=CC=C(C=C3)S(=O)(=O)N)C(F)(F)F. Drug 2: CC1CCCC2(C(O2)CC(NC(=O)CC(C(C(=O)C(C1O)C)(C)C)O)C(=CC3=CSC(=N3)C)C)C. Cell line: SK-MEL-5. Synergy scores: CSS=45.3, Synergy_ZIP=2.54, Synergy_Bliss=-0.615, Synergy_Loewe=-24.3, Synergy_HSA=-0.468.